From a dataset of Full USPTO retrosynthesis dataset with 1.9M reactions from patents (1976-2016). Predict the reactants needed to synthesize the given product. (1) Given the product [CH3:1][O:2][C:3]1[C:4]2[N:5]([N:9]=[C:10]([C:12]3([CH2:15][NH:16][C:24](=[O:28])[CH:25]([CH3:27])[CH3:26])[CH2:14][CH2:13]3)[N:11]=2)[CH:6]=[CH:7][CH:8]=1, predict the reactants needed to synthesize it. The reactants are: [CH3:1][O:2][C:3]1[C:4]2[N:5]([N:9]=[C:10]([C:12]3([CH2:15][NH2:16])[CH2:14][CH2:13]3)[N:11]=2)[CH:6]=[CH:7][CH:8]=1.CCN(CC)CC.[C:24](Cl)(=[O:28])[CH:25]([CH3:27])[CH3:26].C([O-])(O)=O.[Na+]. (2) Given the product [CH3:21][C:6]1[CH:5]=[CH:4][N:3]=[C:2]2[N:17]([CH:18]3[CH2:20][CH2:19]3)[C:12]3[N:13]=[CH:14][CH:15]=[CH:16][C:11]=3[C:9](=[O:10])[NH:8][C:7]=12, predict the reactants needed to synthesize it. The reactants are: Cl[C:2]1[C:7]([NH:8][C:9]([C:11]2[C:12]([NH:17][CH:18]3[CH2:20][CH2:19]3)=[N:13][CH:14]=[CH:15][CH:16]=2)=[O:10])=[C:6]([CH3:21])[CH:5]=[CH:4][N:3]=1.C[Si](C)(C)N[Si](C)(C)C.[Na].C[Si]([N-][Si](C)(C)C)(C)C.[Na+].CO.O. (3) The reactants are: CC1(C)C(C)(C)OB([C:9]2[CH:17]=[C:16]([C:18]([F:21])([F:20])[F:19])[CH:15]=[C:14]3[C:10]=2[CH:11]=[N:12][NH:13]3)O1.Br[C:24]1[CH:25]=[CH:26][C:27]([C:30]([N:32]2[CH2:37][CH2:36][O:35][CH2:34][CH2:33]2)=[O:31])=[N:28][CH:29]=1.[C:38]([O-:41])(O)=[O:39].[Na+]. Given the product [C:38]([OH:41])([C:18]([F:21])([F:20])[F:19])=[O:39].[O:35]1[CH2:36][CH2:37][N:32]([C:30]([C:27]2[CH:26]=[CH:25][C:24]([C:9]3[CH:17]=[C:16]([C:18]([F:19])([F:20])[F:21])[CH:15]=[C:14]4[C:10]=3[CH:11]=[N:12][NH:13]4)=[CH:29][N:28]=2)=[O:31])[CH2:33][CH2:34]1, predict the reactants needed to synthesize it. (4) Given the product [CH3:8][N:9]1[CH:10]([C:28]2[CH:29]=[CH:30][C:31]([C:32]#[N:33])=[CH:34][CH:35]=2)[C:11]2[C:26](=[O:27])[CH2:25][CH2:24][C:12]=2[N:13]([C:14]2[CH:19]=[CH:18][N:17]=[C:16]([C:20]([F:22])([F:21])[F:23])[CH:15]=2)[C:1]1=[O:4], predict the reactants needed to synthesize it. The reactants are: [C:1](=[O:4])([O-])[O-].[Cs+].[Cs+].O=[C:8]1[N:13]([C:14]2[CH:19]=[CH:18][N:17]=[C:16]([C:20]([F:23])([F:22])[F:21])[CH:15]=2)[C:12]2[CH2:24][CH2:25][C:26](=[O:27])[C:11]=2[CH:10]([C:28]2[CH:35]=[CH:34][C:31]([C:32]#[N:33])=[CH:30][CH:29]=2)[NH:9]1.CI. (5) Given the product [CH2:1]([O:4][C:5](=[O:16])[NH:6][C:7]1[C:8]([CH3:15])=[CH:9][C:10]([NH:14][CH2:23][C:21]2[S:22][C:18]([Cl:17])=[CH:19][CH:20]=2)=[CH:11][C:12]=1[CH3:13])[CH2:2][CH3:3], predict the reactants needed to synthesize it. The reactants are: [CH2:1]([O:4][C:5](=[O:16])[NH:6][C:7]1[C:12]([CH3:13])=[CH:11][C:10]([NH2:14])=[CH:9][C:8]=1[CH3:15])[CH2:2][CH3:3].[Cl:17][C:18]1[S:22][C:21]([CH:23]=O)=[CH:20][CH:19]=1.C([BH3-])#N.[Na+].O.[Cl-].[Na+].O. (6) Given the product [OH:24][C@@H:11]([CH2:12][O:13][C:14]1[CH:15]=[CH:16][C:17]2[S:21][C:20]([CH3:22])=[N:19][C:18]=2[CH:23]=1)[CH2:10][N:7]1[CH2:8][CH2:9][N:4]([CH2:3][CH2:2][NH:1][S:31]([C:25]2[CH:30]=[CH:29][CH:28]=[CH:27][CH:26]=2)(=[O:33])=[O:32])[CH2:5][CH2:6]1, predict the reactants needed to synthesize it. The reactants are: [NH2:1][CH2:2][CH2:3][N:4]1[CH2:9][CH2:8][N:7]([CH2:10][CH:11]([OH:24])[CH2:12][O:13][C:14]2[CH:15]=[CH:16][C:17]3[S:21][C:20]([CH3:22])=[N:19][C:18]=3[CH:23]=2)[CH2:6][CH2:5]1.[C:25]1([S:31](Cl)(=[O:33])=[O:32])[CH:30]=[CH:29][CH:28]=[CH:27][CH:26]=1. (7) Given the product [CH3:1][C@:2]12[CH2:3][CH2:4][C@H:5]3[C@@H:6]([CH2:12][CH2:13][C:14]4[C@@H:20]3[CH2:19][CH2:18][C:16](=[O:17])[CH:15]=4)[C@@H:7]1[CH2:8][CH2:9][C:10]2=[O:11], predict the reactants needed to synthesize it. The reactants are: [CH3:1][C@@:2]12[C@@H:10]([OH:11])[CH2:9][CH2:8][C@H:7]1[C@@H:6]1[CH2:12][CH2:13][C:14]3[C@@H:20]([C@H:5]1[CH2:4][CH2:3]2)[CH2:19][CH2:18][C:16](=[O:17])[CH:15]=3. (8) The reactants are: N#N.Br[C:4]1[CH:5]=[C:6]([N:10]2[CH:15]=[CH:14][C:13](=[O:16])[C:12]([CH2:17][C:18]3[CH:23]=[CH:22][CH:21]=[C:20]([C:24]4[N:29]=[CH:28][C:27]([O:30][CH3:31])=[CH:26][N:25]=4)[CH:19]=3)=[N:11]2)[CH:7]=[N:8][CH:9]=1.[CH3:32][N:33](C=O)C. Given the product [CH3:31][O:30][C:27]1[CH:26]=[N:25][C:24]([C:20]2[CH:19]=[C:18]([CH:23]=[CH:22][CH:21]=2)[CH2:17][C:12]2[C:13](=[O:16])[CH:14]=[CH:15][N:10]([C:6]3[CH:5]=[C:4]([C:32]#[N:33])[CH:9]=[N:8][CH:7]=3)[N:11]=2)=[N:29][CH:28]=1, predict the reactants needed to synthesize it. (9) Given the product [N:1]1([CH2:6][C:7]2[CH:8]=[C:9]([CH:15]=[C:16]([CH2:18][N:19]3[CH:23]=[CH:22][CH:21]=[N:20]3)[CH:17]=2)[C:10]([OH:12])=[O:11])[CH:5]=[CH:4][CH:3]=[N:2]1, predict the reactants needed to synthesize it. The reactants are: [N:1]1([CH2:6][C:7]2[CH:8]=[C:9]([CH:15]=[C:16]([CH2:18][N:19]3[CH:23]=[CH:22][CH:21]=[N:20]3)[CH:17]=2)[C:10]([O:12]CC)=[O:11])[CH:5]=[CH:4][CH:3]=[N:2]1.[OH-].[Na+].CO. (10) The reactants are: [CH:1]1[C:10]2[C:5](=[CH:6][CH:7]=[CH:8][CH:9]=2)[CH:4]=[C:3]([C:11](OC)=[O:12])[N:2]=1.[H-].[Al+3].[Li+].[H-].[H-].[H-]. Given the product [CH:1]1[C:10]2[C:5](=[CH:6][CH:7]=[CH:8][CH:9]=2)[CH:4]=[C:3]([CH2:11][OH:12])[N:2]=1, predict the reactants needed to synthesize it.